Regression. Given a peptide amino acid sequence and an MHC pseudo amino acid sequence, predict their binding affinity value. This is MHC class II binding data. From a dataset of Peptide-MHC class II binding affinity with 134,281 pairs from IEDB. (1) The peptide sequence is CKYGSLKPNCGNKVV. The MHC is HLA-DPA10201-DPB10101 with pseudo-sequence HLA-DPA10201-DPB10101. The binding affinity (normalized) is 0.00853. (2) The MHC is DRB1_0701 with pseudo-sequence DRB1_0701. The peptide sequence is KEKVYLSWVPAHKGIGGNE. The binding affinity (normalized) is 0.658. (3) The peptide sequence is SGARSNVTFTVNQTS. The MHC is DRB4_0103 with pseudo-sequence DRB4_0103. The binding affinity (normalized) is 0.